Predict the product of the given reaction. From a dataset of Forward reaction prediction with 1.9M reactions from USPTO patents (1976-2016). (1) The product is: [OH:7][C@H:6]1[C@@H:2]([OH:1])[C@H:3]([C:10]2[C:14]3[N:15]=[CH:16][NH:17][C:18](=[O:19])[C:13]=3[NH:12][CH:11]=2)[N:4]([C:32]([O:31][C:28]([CH3:30])([CH3:29])[CH3:27])=[O:33])[C@@H:5]1[CH2:8][OH:9]. Given the reactants [OH:1][C@@H:2]1[C@H:6]([OH:7])[C@@H:5]([CH2:8][OH:9])[NH:4][C@H:3]1[C:10]1[C:14]2[N:15]=[CH:16][NH:17][C:18](=[O:19])[C:13]=2[NH:12][CH:11]=1.C(N(CC)CC)C.[CH3:27][C:28]([O:31][C:32](O[C:32]([O:31][C:28]([CH3:30])([CH3:29])[CH3:27])=[O:33])=[O:33])([CH3:30])[CH3:29], predict the reaction product. (2) The product is: [O:8]1[C:7]2[CH:11]=[CH:12][C:4]([NH:1][C:2](=[O:3])[NH:20][CH:21]3[CH2:22][CH2:23][CH:24]([N:27]4[CH2:30][CH:29]([NH:31][C:32]([CH2:34][NH:35][C:36](=[O:47])[C:37]5[CH:42]=[CH:41][CH:40]=[C:39]([C:43]([F:44])([F:45])[F:46])[CH:38]=5)=[O:33])[CH2:28]4)[CH2:25][CH2:26]3)=[CH:5][C:6]=2[O:10][CH2:9]1. Given the reactants [N:1]([C:4]1[CH:12]=[CH:11][C:7]2[O:8][CH2:9][O:10][C:6]=2[CH:5]=1)=[C:2]=[O:3].OC(C(F)(F)F)=O.[NH2:20][CH:21]1[CH2:26][CH2:25][CH:24]([N:27]2[CH2:30][CH:29]([NH:31][C:32]([CH2:34][NH:35][C:36](=[O:47])[C:37]3[CH:42]=[CH:41][CH:40]=[C:39]([C:43]([F:46])([F:45])[F:44])[CH:38]=3)=[O:33])[CH2:28]2)[CH2:23][CH2:22]1, predict the reaction product. (3) Given the reactants C(O)C.CC1[N:6]([C:11]2[CH:23]=[CH:22][C:14]([CH2:15][C:16]3[CH:21]=[CH:20][N:19]=[CH:18][CH:17]=3)=[C:13]([C:24]([F:27])([F:26])[F:25])[CH:12]=2)C(C)=CC=1.Cl.NO, predict the reaction product. The product is: [N:19]1[CH:20]=[CH:21][C:16]([CH2:15][C:14]2[CH:22]=[CH:23][C:11]([NH2:6])=[CH:12][C:13]=2[C:24]([F:25])([F:26])[F:27])=[CH:17][CH:18]=1. (4) Given the reactants Cl.Cl.[O:3]1[C:7]2[CH:8]=[CH:9][CH:10]=[C:11]([CH:12]3[CH2:17][CH2:16][N:15]([CH2:18][CH2:19][C@H:20]4[CH2:25][CH2:24][C@H:23]([NH2:26])[CH2:22][CH2:21]4)[CH2:14][CH2:13]3)[C:6]=2[CH2:5][CH2:4]1.[O:27]1[CH2:31][CH2:30][CH2:29][CH:28]1[CH2:32][C:33](O)=[O:34], predict the reaction product. The product is: [O:3]1[C:7]2[CH:8]=[CH:9][CH:10]=[C:11]([CH:12]3[CH2:17][CH2:16][N:15]([CH2:18][CH2:19][C@H:20]4[CH2:21][CH2:22][C@H:23]([NH:26][C:33](=[O:34])[CH2:32][CH:28]5[CH2:29][CH2:30][CH2:31][O:27]5)[CH2:24][CH2:25]4)[CH2:14][CH2:13]3)[C:6]=2[CH2:5][CH2:4]1. (5) Given the reactants [C:1]([O:9][CH2:10][CH3:11])(=[O:8])[CH2:2][C:3]([O:5][CH2:6][CH3:7])=[O:4].[C:12]([N:19]1[CH2:24][CH2:23][CH:22]([CH:25]=O)[CH2:21][CH2:20]1)([O:14][C:15]([CH3:18])([CH3:17])[CH3:16])=[O:13].N1CCCCC1.CC(O)=O, predict the reaction product. The product is: [C:15]([O:14][C:12]([N:19]1[CH2:24][CH2:23][CH:22]([CH:25]=[C:2]([C:3]([O:5][CH2:6][CH3:7])=[O:4])[C:1]([O:9][CH2:10][CH3:11])=[O:8])[CH2:21][CH2:20]1)=[O:13])([CH3:18])([CH3:16])[CH3:17].